From a dataset of Forward reaction prediction with 1.9M reactions from USPTO patents (1976-2016). Predict the product of the given reaction. (1) Given the reactants [C:1]([O:9][CH2:10][CH3:11])(=[O:8])[CH2:2][C:3]([O:5][CH2:6][CH3:7])=[O:4].C(=O)([O-])[O-].[K+].[K+].Br[CH:19]([CH2:25][CH2:26][CH3:27])[C:20]([O:22][CH2:23][CH3:24])=[O:21].Cl, predict the reaction product. The product is: [CH:2]([C:3]([O:5][CH2:6][CH3:7])=[O:4])([C:1]([O:9][CH2:10][CH3:11])=[O:8])[CH:19]([C:20]([O:22][CH2:23][CH3:24])=[O:21])[CH2:25][CH2:26][CH3:27]. (2) Given the reactants [CH2:1]([O:3][C:4]([C:6]1[C:7]([OH:33])=[C:8]2[C:14]([Br:15])=[C:13]([C:16]3[CH:21]=[CH:20][C:19]([Cl:22])=[CH:18][CH:17]=3)[N:12]([CH2:23][C:24]3[CH:32]=[CH:31][C:27]4[O:28][CH2:29][O:30][C:26]=4[CH:25]=3)[C:9]2=[CH:10][N:11]=1)=[O:5])[CH3:2].[CH3:34][C:35]([CH3:40])([CH3:39])[C:36](Cl)=[O:37].C(N(CC)CC)C, predict the reaction product. The product is: [CH2:1]([O:3][C:4]([C:6]1[C:7]([O:33][C:36](=[O:37])[C:35]([CH3:40])([CH3:39])[CH3:34])=[C:8]2[C:14]([Br:15])=[C:13]([C:16]3[CH:17]=[CH:18][C:19]([Cl:22])=[CH:20][CH:21]=3)[N:12]([CH2:23][C:24]3[CH:32]=[CH:31][C:27]4[O:28][CH2:29][O:30][C:26]=4[CH:25]=3)[C:9]2=[CH:10][N:11]=1)=[O:5])[CH3:2]. (3) Given the reactants [CH:1]1([N:4]2[CH:8]=[C:7]([NH2:9])[CH:6]=[N:5]2)[CH2:3][CH2:2]1.Br[C:11]1[C:12](=[O:19])[N:13]([CH3:18])[CH:14]=[C:15]([Br:17])[N:16]=1.C(=O)([O-])[O-].[Cs+].[Cs+].CC1(C)C2C(=C(P(C3C=CC=CC=3)C3C=CC=CC=3)C=CC=2)OC2C(P(C3C=CC=CC=3)C3C=CC=CC=3)=CC=CC1=2, predict the reaction product. The product is: [Br:17][C:15]1[N:16]=[C:11]([NH:9][C:7]2[CH:6]=[N:5][N:4]([CH:1]3[CH2:3][CH2:2]3)[CH:8]=2)[C:12](=[O:19])[N:13]([CH3:18])[CH:14]=1. (4) Given the reactants Cl[C:2]1[C:3]2[CH:10]=[C:9]([C:11]3[CH:12]=[C:13]([N:17]4[CH2:22][CH2:21][O:20][CH2:19][CH2:18]4)[CH:14]=[CH:15][CH:16]=3)[NH:8][C:4]=2[N:5]=[CH:6][N:7]=1.[OH:23][CH:24]1[CH2:27][N:26]([C:28]2[CH:35]=[CH:34][C:33](B3OC(C)(C)C(C)(C)O3)=[CH:32][C:29]=2[C:30]#[N:31])[CH2:25]1.C([O-])([O-])=O.[Na+].[Na+].C(#N)C.O, predict the reaction product. The product is: [OH:23][CH:24]1[CH2:25][N:26]([C:28]2[CH:35]=[CH:34][C:33]([C:2]3[C:3]4[CH:10]=[C:9]([C:11]5[CH:16]=[CH:15][CH:14]=[C:13]([N:17]6[CH2:22][CH2:21][O:20][CH2:19][CH2:18]6)[CH:12]=5)[NH:8][C:4]=4[N:5]=[CH:6][N:7]=3)=[CH:32][C:29]=2[C:30]#[N:31])[CH2:27]1. (5) Given the reactants [CH3:1][C:2]([C:6]1[CH:11]=[CH:10][C:9]([CH3:12])=[CH:8][CH:7]=1)([CH3:5])[CH2:3][OH:4].N1C=CN=C1.[Si:18](Cl)([C:21]([CH3:24])([CH3:23])[CH3:22])([CH3:20])[CH3:19].O, predict the reaction product. The product is: [C:21]([Si:18]([CH3:20])([CH3:19])[O:4][CH2:3][C:2]([CH3:1])([C:6]1[CH:7]=[CH:8][C:9]([CH3:12])=[CH:10][CH:11]=1)[CH3:5])([CH3:24])([CH3:23])[CH3:22].